Dataset: Reaction yield outcomes from USPTO patents with 853,638 reactions. Task: Predict the reaction yield, written as a fraction of the theoretical maximum amount of product (1.0 means a 100% yield; for example, 0.34 means a 34% yield). (1) The reactants are [N+:1]([C:4]1[CH:9]=[CH:8][C:7]([NH2:10])=[CH:6][C:5]=1[N:11]1[CH2:16][CH2:15][CH2:14][CH2:13][CH2:12]1)([O-:3])=[O:2].CCN(C(C)C)C(C)C.[C:26](Cl)(=[O:28])[CH3:27]. The catalyst is C(Cl)Cl. The product is [N+:1]([C:4]1[CH:9]=[CH:8][C:7]([NH:10][C:26](=[O:28])[CH3:27])=[CH:6][C:5]=1[N:11]1[CH2:16][CH2:15][CH2:14][CH2:13][CH2:12]1)([O-:3])=[O:2]. The yield is 0.780. (2) The reactants are C([O-])(=O)C(C)(C)C.[C:8]([CH2:10][CH2:11][Zn+])#[N:9].Br[C:14]1[CH:21]=[CH:20][C:17]([C:18]#[N:19])=[CH:16][CH:15]=1.[NH4+].[Cl-]. The catalyst is C1COCC1.CN1C(=O)CCC1. The product is [C:8]([CH2:10][CH2:11][C:14]1[CH:21]=[CH:20][C:17]([C:18]#[N:19])=[CH:16][CH:15]=1)#[N:9]. The yield is 0.800. (3) The reactants are [F:1][C:2]1[CH:3]=[C:4]([S:9]([N:12]2[CH2:17][CH2:16][C:15]3=[N:18][NH:19][C:20]([NH2:21])=[C:14]3[CH2:13]2)(=[O:11])=[O:10])[CH:5]=[C:6]([F:8])[CH:7]=1.[F:22][C:23]([F:34])([F:33])[C:24](O[C:24](=[O:25])[C:23]([F:34])([F:33])[F:22])=[O:25]. The catalyst is ClCCl. The product is [F:8][C:6]1[CH:5]=[C:4]([S:9]([N:12]2[CH2:17][CH2:16][C:15]3=[N:18][NH:19][C:20]([NH:21][C:24](=[O:25])[C:23]([F:34])([F:33])[F:22])=[C:14]3[CH2:13]2)(=[O:11])=[O:10])[CH:3]=[C:2]([F:1])[CH:7]=1. The yield is 0.960. (4) The reactants are [OH:1][N:2]=[C:3]([C:11]1[CH:12]=[C:13]2[C:21](=[CH:22][CH:23]=1)[N:20]([CH2:24][CH2:25][O:26][CH2:27][CH2:28][O:29][CH2:30][CH2:31][N:32]1[C:44]3[CH:43]=[CH:42][C:41]([C:45]([C:48]4[CH:53]=[CH:52][CH:51]=[CH:50][C:49]=4[CH3:54])=[N:46][OH:47])=[CH:40][C:39]=3[C:38]3[C:33]1=[CH:34][CH:35]=[C:36]([C:55](=[O:65])[C:56]1[C:61]([CH3:62])=[CH:60][C:59]([CH3:63])=[CH:58][C:57]=1[CH3:64])[CH:37]=3)[C:19]1[CH:18]=[CH:17][C:16]([C:66]([C:68]3[C:73]([CH3:74])=[CH:72][C:71]([CH3:75])=[CH:70][C:69]=3[CH3:76])=[O:67])=[CH:15][C:14]2=1)[C:4]1[CH:9]=[CH:8][CH:7]=[CH:6][C:5]=1[CH3:10].C(N(CC)CC)C.[C:84](Cl)(=[O:86])[CH3:85].C1C[O:91][CH2:90][CH2:89]1. No catalyst specified. The product is [C:84]([O:1][N:2]=[C:3]([C:11]1[CH:23]=[CH:22][C:21]2[N:20]([CH2:24][CH2:25][O:26][CH2:27][CH2:28][O:29][CH2:30][CH2:31][N:32]3[C:44]4[CH:43]=[CH:42][C:41]([C:45]([C:48]5[CH:53]=[CH:52][CH:51]=[CH:50][C:49]=5[CH3:54])=[N:46][O:47][C:90](=[O:91])[CH3:89])=[CH:40][C:39]=4[C:38]4[C:33]3=[CH:34][CH:35]=[C:36]([C:55](=[O:65])[C:56]3[C:61]([CH3:62])=[CH:60][C:59]([CH3:63])=[CH:58][C:57]=3[CH3:64])[CH:37]=4)[C:19]3[C:14]([C:13]=2[CH:12]=1)=[CH:15][C:16]([C:66](=[O:67])[C:68]1[C:69]([CH3:76])=[CH:70][C:71]([CH3:75])=[CH:72][C:73]=1[CH3:74])=[CH:17][CH:18]=3)[C:4]1[CH:9]=[CH:8][CH:7]=[CH:6][C:5]=1[CH3:10])(=[O:86])[CH3:85]. The yield is 0.670.